Task: Predict the product of the given reaction.. Dataset: Forward reaction prediction with 1.9M reactions from USPTO patents (1976-2016) (1) Given the reactants [CH2:1]([NH:8][CH2:9][CH2:10][CH2:11][CH2:12][CH2:13][CH2:14][N:15]=[CH:16][C:17]1[C:30]2[C:31]3=[C:32]4[C:27](=[CH:28][CH:29]=2)[CH:26]=[CH:25][CH:24]=[C:23]4[CH:22]=[CH:21][C:20]3=[CH:19][CH:18]=1)[C:2]1[CH:7]=[CH:6][CH:5]=[CH:4][CH:3]=1.[BH4-].[Na+].C1C=CC=CC=1, predict the reaction product. The product is: [CH2:1]([NH:8][CH2:9][CH2:10][CH2:11][CH2:12][CH2:13][CH2:14][NH:15][CH2:16][C:17]1[C:30]2[C:31]3=[C:32]4[C:27](=[CH:28][CH:29]=2)[CH:26]=[CH:25][CH:24]=[C:23]4[CH:22]=[CH:21][C:20]3=[CH:19][CH:18]=1)[C:2]1[CH:7]=[CH:6][CH:5]=[CH:4][CH:3]=1. (2) Given the reactants [CH3:1][C:2]1[CH:3]=[N:4][CH:5]=[CH:6][C:7]=1[C:8]1[CH:9]=[C:10]([CH:18]=[CH:19][CH:20]=1)[C:11]([O:13][C:14]([CH3:17])([CH3:16])[CH3:15])=[O:12].[OH:21]O, predict the reaction product. The product is: [C:14]([O:13][C:11]([C:10]1[CH:9]=[C:8]([C:7]2[CH:6]=[CH:5][N+:4]([O-:21])=[CH:3][C:2]=2[CH3:1])[CH:20]=[CH:19][CH:18]=1)=[O:12])([CH3:17])([CH3:15])[CH3:16]. (3) Given the reactants [CH:1]12[CH2:11][CH:6]3[CH2:7][CH:8]([CH2:10][CH:3]([NH:4][C:5]3=[O:12])[CH2:2]1)[CH2:9]2.O(C)S([C:17](F)(F)F)(=O)=O, predict the reaction product. The product is: [CH3:17][O:12][C:5]1[CH:6]2[CH2:11][CH:1]3[CH2:9][CH:8]([CH2:10][CH:3]([CH2:2]3)[N:4]=1)[CH2:7]2.